This data is from Forward reaction prediction with 1.9M reactions from USPTO patents (1976-2016). The task is: Predict the product of the given reaction. (1) Given the reactants COC1C=C(OC)C=CC=1C[NH:6][C:7]1[N:16]2[N:17]=[C:18]([CH:20]([N:22]3[CH2:27][CH2:26][N:25]([C:28]4[CH:33]=[CH:32][C:31]([F:34])=[CH:30][CH:29]=4)[CH2:24][C@H:23]3[CH3:35])[CH3:21])[N:19]=[C:15]2[C:14]2[CH:13]=[CH:12][CH:11]=[C:10]([O:36][CH3:37])[C:9]=2[N:8]=1.FC(F)(F)C(O)=O, predict the reaction product. The product is: [F:34][C:31]1[CH:32]=[CH:33][C:28]([N:25]2[CH2:26][CH2:27][N:22]([CH:20]([C:18]3[N:19]=[C:15]4[N:16]([C:7]([NH2:6])=[N:8][C:9]5[C:10]([O:36][CH3:37])=[CH:11][CH:12]=[CH:13][C:14]=54)[N:17]=3)[CH3:21])[C@H:23]([CH3:35])[CH2:24]2)=[CH:29][CH:30]=1. (2) Given the reactants [C:1]([OH:12])(=[O:11])[CH2:2][CH2:3][CH2:4][CH2:5][CH2:6][CH2:7][CH2:8][CH2:9][CH3:10].[C:13]([OH:24])(=[O:23])[C:14]1[CH:22]=[C:20]([OH:21])[C:18]([OH:19])=[C:16]([OH:17])[CH:15]=1.P(=O)(O)(O)O, predict the reaction product. The product is: [C:1]([OH:12])(=[O:11])[CH2:2][CH2:3][CH2:4][CH2:5][CH2:6][CH2:7][CH2:8][CH2:9][CH2:10][CH2:13][CH2:14][CH3:15].[C:13]([OH:24])(=[O:23])[C:14]1[CH:22]=[C:20]([OH:21])[C:18]([OH:19])=[C:16]([OH:17])[CH:15]=1. (3) Given the reactants [CH2:1](N(C(C)C)C(C)C)C.[F:10][C:11]1[CH:16]=[CH:15][C:14]([C:17]2[O:40][C:20]3=[N:21][C:22]([CH2:34][CH2:35][C:36]([F:39])([F:38])[F:37])=[C:23]([C:25]4[CH:26]=[C:27]([CH:31]=[CH:32][CH:33]=4)[C:28](O)=[O:29])[CH:24]=[C:19]3[C:18]=2[C:41](=[O:44])[NH:42][CH3:43])=[CH:13][CH:12]=1.CN(C([O:52][N:53]1N=[N:60][C:55]2[CH:56]=[CH:57][CH:58]=[N:59][C:54]1=2)=[N+](C)C)C.F[P-](F)(F)(F)(F)F.O1C=NC(CN)=N1, predict the reaction product. The product is: [F:10][C:11]1[CH:16]=[CH:15][C:14]([C:17]2[O:40][C:20]3=[N:21][C:22]([CH2:34][CH2:35][C:36]([F:39])([F:37])[F:38])=[C:23]([C:25]4[CH:33]=[CH:32][CH:31]=[C:27]([C:28](=[O:29])[NH:60][C:55]([C:54]5[N:59]=[C:58]([CH3:57])[O:52][N:53]=5)([CH3:56])[CH3:1])[CH:26]=4)[CH:24]=[C:19]3[C:18]=2[C:41]([NH:42][CH3:43])=[O:44])=[CH:13][CH:12]=1. (4) Given the reactants [Br:1][C:2]1[CH:3]=[CH:4][C:5](=[O:8])[NH:6][CH:7]=1.[CH2:9](Br)[CH2:10][CH:11]([CH3:13])[CH3:12], predict the reaction product. The product is: [Br:1][C:2]1[CH:3]=[CH:4][C:5](=[O:8])[N:6]([CH2:9][CH2:10][CH:11]([CH3:13])[CH3:12])[CH:7]=1. (5) Given the reactants Cl.[CH3:2][O:3][C:4](=[O:16])[C@@H:5]([NH:8]C(OC(C)(C)C)=O)[CH2:6][NH2:7].[NH2:17][C:18]1[CH:19]=[C:20]([S:24]([OH:27])(=[O:26])=[O:25])[CH:21]=[CH:22][CH:23]=1.C(Cl)Cl.[O:31]1CCC[CH2:32]1, predict the reaction product. The product is: [NH2:8][C@H:5]([C:4]([O:3][CH3:2])=[O:16])[CH2:6][NH:7][C:32]([NH:17][C:18]1[CH:19]=[C:20]([S:24]([OH:27])(=[O:25])=[O:26])[CH:21]=[CH:22][CH:23]=1)=[O:31]. (6) Given the reactants Br[CH2:2][C:3]([C:5]1[CH:10]=[CH:9][C:8]([OH:11])=[CH:7][CH:6]=1)=[O:4].[CH2:12]([N:19]1[CH2:26][CH:25]2[CH:21]([CH2:22][NH:23][CH2:24]2)[CH2:20]1)[C:13]1[CH:18]=[CH:17][CH:16]=[CH:15][CH:14]=1.C(=O)([O-])[O-].[K+].[K+], predict the reaction product. The product is: [CH2:12]([N:19]1[CH2:26][CH:25]2[CH2:24][N:23]([CH2:2][C:3]([C:5]3[CH:10]=[CH:9][C:8]([OH:11])=[CH:7][CH:6]=3)=[O:4])[CH2:22][CH:21]2[CH2:20]1)[C:13]1[CH:14]=[CH:15][CH:16]=[CH:17][CH:18]=1. (7) Given the reactants [CH2:1]([NH:8][CH:9]1[CH2:13][CH2:12][CH:11]([C:14]2[C:22]3[C:17](=[CH:18][CH:19]=[C:20]([F:23])[CH:21]=3)[NH:16][CH:15]=2)[CH2:10]1)[C:2]1[CH:7]=[CH:6][CH:5]=[CH:4][CH:3]=1.F[C:25]1C=C2C(=CC=1)NC=C2C1CCC(=O)CC1.C(N)C1C=CC=CC=1, predict the reaction product. The product is: [CH2:1]([NH:8][C@H:9]1[CH2:13][CH2:12][C@@H:11]([C:14]2[C:22]3[C:17](=[CH:18][CH:19]=[C:20]([F:23])[CH:21]=3)[NH:16][CH:15]=2)[CH2:25][CH2:10]1)[C:2]1[CH:3]=[CH:4][CH:5]=[CH:6][CH:7]=1. (8) Given the reactants Br[C:2]1[CH:7]=[CH:6][C:5]([O:8][CH3:9])=[C:4]([O:10][CH2:11][CH3:12])[CH:3]=1.C([Li])CCC.CCCCCC.[N:24]1([C:29]2[CH:30]=[C:31]([CH:34]=[CH:35][CH:36]=2)[CH:32]=[O:33])[CH:28]=[CH:27][CH:26]=[CH:25]1, predict the reaction product. The product is: [CH2:11]([O:10][C:4]1[CH:3]=[C:2]([CH:32]([C:31]2[CH:34]=[CH:35][CH:36]=[C:29]([N:24]3[CH:28]=[CH:27][CH:26]=[CH:25]3)[CH:30]=2)[OH:33])[CH:7]=[CH:6][C:5]=1[O:8][CH3:9])[CH3:12].